Predict the reactants needed to synthesize the given product. From a dataset of Full USPTO retrosynthesis dataset with 1.9M reactions from patents (1976-2016). (1) Given the product [C:1]([O:5][C@@H:6]([C:12]1[C:39]([CH3:40])=[N:38][C:37]2=[CH:41][C:34]3=[N:35][N:36]2[C:13]=1[N:14]1[CH2:15][CH2:16][C:17]([CH3:46])([O:18][CH2:19][CH2:20][CH2:21][CH2:22][C@H:23]([CH3:43])[O:24][C:25]2[C:30]([CH2:31][O:32][CH2:33]3)=[CH:29][C:28]([F:42])=[CH:27][CH:26]=2)[CH2:44][CH2:45]1)[C:7]([OH:9])=[O:8])([CH3:4])([CH3:2])[CH3:3], predict the reactants needed to synthesize it. The reactants are: [C:1]([O:5][C@@H:6]([C:12]1[C:39]([CH3:40])=[N:38][C:37]2=[CH:41][C:34]3=[N:35][N:36]2[C:13]=1[N:14]1[CH2:45][CH2:44][C:17]([CH3:46])([O:18][CH2:19][CH2:20][CH2:21][CH2:22][C@H:23]([CH3:43])[O:24][C:25]2[C:30]([CH2:31][O:32][CH2:33]3)=[CH:29][C:28]([F:42])=[CH:27][CH:26]=2)[CH2:16][CH2:15]1)[C:7]([O:9]CC)=[O:8])([CH3:4])([CH3:3])[CH3:2].[OH-].[Na+]. (2) Given the product [F:1][C:2]1[CH:19]=[C:18]([N+:20]([O-:22])=[O:21])[CH:17]=[CH:16][C:3]=1[O:4][C:5]1[C:10]2=[C:11]([CH3:15])[C:12]([O:14][CH2:50][CH2:49][N:46]3[CH2:47][CH2:48][N:43]([CH3:42])[CH2:44][CH2:45]3)=[CH:13][N:9]2[N:8]=[CH:7][N:6]=1, predict the reactants needed to synthesize it. The reactants are: [F:1][C:2]1[CH:19]=[C:18]([N+:20]([O-:22])=[O:21])[CH:17]=[CH:16][C:3]=1[O:4][C:5]1[C:10]2=[C:11]([CH3:15])[C:12]([OH:14])=[CH:13][N:9]2[N:8]=[CH:7][N:6]=1.C1(P(C2C=CC=CC=2)C2C=CC=CC=2)C=CC=CC=1.[CH3:42][N:43]1[CH2:48][CH2:47][N:46]([CH2:49][CH2:50]O)[CH2:45][CH2:44]1.CC(OC(/N=N/C(OC(C)C)=O)=O)C.